This data is from Drug-target binding data from BindingDB using IC50 measurements. The task is: Regression. Given a target protein amino acid sequence and a drug SMILES string, predict the binding affinity score between them. We predict pIC50 (pIC50 = -log10(IC50 in M); higher means more potent). Dataset: bindingdb_ic50. (1) The compound is O=P(O)(O)O[C@H]1[C@H](OP(=O)(O)O)[C@@H](OP(=O)(O)O)[C@@H](OP(=O)(O)O)[C@@H](OP(=O)(O)O)[C@@H]1OP(=O)(O)OP(=O)(O)O. The target protein (P17442) has sequence MKFGKYLEARQLELAEYNSHFIDYKALKKLIKQLAIPTLKASSDLDLHLTLDDIDEKIIHQRLQENKAAFFFKLERELEKVNGYYLARESDLRIKFNILHSKYKDYKINGKLNSNQATSFKNLYAAFKKFQKDLRNLEQYVELNKTGFSKALKKWDKRSQSHDKDFYLATVVSIQPIFTRDGPLKLNDETLHILLELNDIDNNNRRADIQSSTFTNDDDDDNNTSNNNKHNNNNNNNNNNNNNNNNNNILHNNYELTTSKISENQLEHLFQASSSSLDMEMEIENWYKEILNIATVKDVQRKHALLRNFRETKIFTYLLQNSSESFHKNVFSLLKECLTTLFLLLVASPLDDNSLHIFYKSNQDHIDLSYCDEDDQVFSRKNVFHEAASCPEKSRLFILDEALTTSKLSKETVQKLLNAQDIHSRVPLHYAAELGKLEFVHSLLITNLLEDVDPIDSDSKTPLVLAITNNHIDVVRDLLTIGGANASPIEKPILDYSKNV.... The pIC50 is 4.7. (2) The small molecule is COc1ccc(Cl)cc1-c1cc(N)nc(Nc2ccc3c[nH]nc3c2)n1. The target protein (O15120) has sequence MELWPCLAAALLLLLLLVQLSRAAEFYAKVALYCALCFTVSAVASLVCLLRHGGRTVENMSIIGWFVRSFKYFYGLRFEVRDPRRLQEARPCVIVSNHQSILDMMGLMEVLPERCVQIAKRELLFLGPVGLIMYLGGVFFINRQRSSTAMTVMADLGERMVRENLKVWIYPEGTRNDNGDLLPFKKGAFYLAVQAQVPIVPVVYSSFSSFYNTKKKFFTSGTVTVQVLEAIPTSGLTAADVPALVDTCHRAMRTTFLHISKTPQENGATAGSGVQPAQ. The pIC50 is 6.1. (3) The target protein (Q9Y2T6) has sequence MSQQNTSGDCLFDGVNELMKTLQFAVHIPTFVLGLLLNLLAIHGFSTFLKNRWPDYAATSIYMINLAVFDLLLVLSLPFKMVLSQVQSPFPSLCTLVECLYFVSMYGSVFTICFISMDRFLAIRYPLLVSHLRSPRKIFGICCTIWVLVWTGSIPIYSFHGKVEKYMCFHNMSDDTWSAKVFFPLEVFGFLLPMGIMGFCCSRSIHILLGRRDHTQDWVQQKACIYSIAASLAVFVVSFLPVHLGFFLQFLVRNSFIVECRAKQSISFFLQLSMCFSNVNCCLDVFCYYFVIKEFRMNIRAHRPSRVQLVLQDTTISRG. The pIC50 is 4.5. The drug is Clc1ccc(Cn2ncc3c(N4CCN(c5cccc(Cl)c5)CC4)ncnc32)cc1.